Dataset: Full USPTO retrosynthesis dataset with 1.9M reactions from patents (1976-2016). Task: Predict the reactants needed to synthesize the given product. (1) Given the product [Cl:9][C:3]1[CH:4]=[C:5]([CH3:8])[CH:6]=[CH:7][C:2]=1[C:11]#[N:12], predict the reactants needed to synthesize it. The reactants are: Br[C:2]1[CH:7]=[CH:6][C:5]([CH3:8])=[CH:4][C:3]=1[Cl:9].[Cu][C:11]#[N:12].C(OCC)(=O)C. (2) Given the product [ClH:17].[CH3:1][N:2]([CH3:16])[C:3]1[NH:4][C:5]2[C:11]([Br:12])=[C:10]([Br:13])[C:9]([Br:14])=[C:8]([Br:15])[C:6]=2[N:7]=1, predict the reactants needed to synthesize it. The reactants are: [CH3:1][N:2]([CH3:16])[C:3]1[NH:4][C:5]2[C:11]([Br:12])=[C:10]([Br:13])[C:9]([Br:14])=[C:8]([Br:15])[C:6]=2[N:7]=1.[ClH:17]. (3) The reactants are: [Cl:1][C:2]1[CH:22]=[CH:21][C:5](/[N:6]=[CH:7]/[C:8]2[CH:13]=[CH:12][C:11]([S:14]([CH3:17])(=[O:16])=[O:15])=[CH:10][C:9]=2[N+:18]([O-])=O)=[CH:4][CH:3]=1. Given the product [Cl:1][C:2]1[CH:22]=[CH:21][C:5]([N:6]2[CH:7]=[C:8]3[C:9]([CH:10]=[C:11]([S:14]([CH3:17])(=[O:16])=[O:15])[CH:12]=[CH:13]3)=[N:18]2)=[CH:4][CH:3]=1, predict the reactants needed to synthesize it.